From a dataset of Forward reaction prediction with 1.9M reactions from USPTO patents (1976-2016). Predict the product of the given reaction. (1) Given the reactants C(O[BH-](OC(=O)C)OC(=O)C)(=O)C.[Na+].[F:15][C:16]1[CH:21]=[CH:20][C:19]([C:22]2[CH:23]=[C:24]3[C:28](=[CH:29][CH:30]=2)[NH:27][CH:26]=[CH:25]3)=[CH:18][C:17]=1[CH:31]=O.[NH2:33][CH2:34][CH2:35][N:36]1[CH2:40][CH2:39][CH2:38][CH2:37]1.C(=O)(O)[O-].[Na+], predict the reaction product. The product is: [F:15][C:16]1[CH:21]=[CH:20][C:19]([C:22]2[CH:23]=[C:24]3[C:28](=[CH:29][CH:30]=2)[NH:27][CH:26]=[CH:25]3)=[CH:18][C:17]=1[CH2:31][NH:33][CH2:34][CH2:35][N:36]1[CH2:40][CH2:39][CH2:38][CH2:37]1. (2) Given the reactants C(O[CH2:9][CH:10]1[CH:14]([CH2:15][N:16]2[CH:20]=[C:19]([C:21]3[CH:26]=[C:25]([CH3:27])[CH:24]=[C:23]([NH:28][C:29]4[N:34]=[C:33]([CH:35]([F:37])[F:36])[CH:32]=[CH:31][N:30]=4)[CH:22]=3)[CH:18]=[N:17]2)[O:13][C:12](=[O:38])[NH:11]1)C1C=CC=CC=1.[C:39]([OH:45])([C:41]([F:44])([F:43])[F:42])=[O:40], predict the reaction product. The product is: [F:42][C:41]([F:44])([F:43])[C:39]([O:45][CH2:9][CH:10]1[CH:14]([CH2:15][N:16]2[CH:20]=[C:19]([C:21]3[CH:26]=[C:25]([CH3:27])[CH:24]=[C:23]([NH:28][C:29]4[N:34]=[C:33]([CH:35]([F:36])[F:37])[CH:32]=[CH:31][N:30]=4)[CH:22]=3)[CH:18]=[N:17]2)[O:13][C:12](=[O:38])[NH:11]1)=[O:40]. (3) Given the reactants Cl[C:2]1[CH:12]=[C:11]([NH:13][CH3:14])[C:5]([C:6]([O:8][CH2:9][CH3:10])=[O:7])=[CH:4][N:3]=1.Cl.[CH3:16][O:17][NH:18][CH3:19].C([O-])([O-])=O.[Na+].[Na+], predict the reaction product. The product is: [CH3:16][O:17][N:18]([CH3:19])[C:2]1[CH:12]=[C:11]([NH:13][CH3:14])[C:5]([C:6]([O:8][CH2:9][CH3:10])=[O:7])=[CH:4][N:3]=1. (4) Given the reactants Br[CH2:2][C:3](Br)=[O:4].[CH2:6]([NH:8][CH2:9][CH3:10])[CH3:7].[NH2:11][C:12]1[CH:17]=[CH:16][C:15]([CH3:18])=[CH:14][CH:13]=1.[F:19][C:20]([F:32])([F:31])[C:21]1[CH:26]=[CH:25][CH:24]=[CH:23][C:22]=1[S:27](Cl)(=[O:29])=[O:28], predict the reaction product. The product is: [CH2:6]([N:8]([CH2:9][CH3:10])[C:3](=[O:4])[CH2:2][N:11]([C:12]1[CH:17]=[CH:16][C:15]([CH3:18])=[CH:14][CH:13]=1)[S:27]([C:22]1[CH:23]=[CH:24][CH:25]=[CH:26][C:21]=1[C:20]([F:19])([F:31])[F:32])(=[O:29])=[O:28])[CH3:7]. (5) Given the reactants [F:1][C:2]1[CH:8]=[CH:7][C:6]([C:9]([F:12])([F:11])[F:10])=[CH:5][C:3]=1[NH2:4].Cl.[N:14]([O-])=O.[Na+].C([O-])(=O)C.[K+].[C:23]([CH2:26][C:27](=[O:29])[CH3:28])(=[O:25])[CH3:24], predict the reaction product. The product is: [F:1][C:2]1[CH:8]=[CH:7][C:6]([C:9]([F:10])([F:11])[F:12])=[CH:5][C:3]=1[NH:4][N:14]=[C:26]([C:27](=[O:29])[CH3:28])[C:23](=[O:25])[CH3:24]. (6) Given the reactants [NH2:1][C:2]1[CH:7]=[CH:6][C:5]([C:8]([F:11])([F:10])[F:9])=[CH:4][C:3]=1[C:12]([C:14]1[CH:19]=[CH:18][CH:17]=[CH:16][CH:15]=1)=O.[NH:20]1[C:24]([CH2:25][C:26](O)=[O:27])=[N:23][N:22]=[N:21]1.CCCP1(OP(CCC)(=O)OP(CCC)(=O)O1)=O.O, predict the reaction product. The product is: [C:14]1([C:12]2[C:3]3[C:2](=[CH:7][CH:6]=[C:5]([C:8]([F:11])([F:10])[F:9])[CH:4]=3)[NH:1][C:26](=[O:27])[C:25]=2[C:24]2[NH:23][N:22]=[N:21][N:20]=2)[CH:19]=[CH:18][CH:17]=[CH:16][CH:15]=1. (7) Given the reactants Br[C:2]1[CH:3]=[C:4]([C:9]([OH:11])=O)[CH:5]=[N:6][C:7]=1Cl.[OH:12][CH2:13][CH:14]1[CH2:16][CH2:15]1.[F:17][C:18]([F:30])([F:29])[O:19][C:20]1[CH:25]=[CH:24][C:23](B(O)O)=[CH:22][CH:21]=1.[NH2:31][CH2:32][C:33]([CH3:39])([OH:38])[C:34]([F:37])([F:36])[F:35], predict the reaction product. The product is: [CH:14]1([CH2:13][O:12][C:7]2[C:2]([C:23]3[CH:24]=[CH:25][C:20]([O:19][C:18]([F:30])([F:29])[F:17])=[CH:21][CH:22]=3)=[CH:3][C:4]([C:9]([NH:31][CH2:32][C:33]([OH:38])([CH3:39])[C:34]([F:37])([F:36])[F:35])=[O:11])=[CH:5][N:6]=2)[CH2:16][CH2:15]1.